From a dataset of Forward reaction prediction with 1.9M reactions from USPTO patents (1976-2016). Predict the product of the given reaction. (1) Given the reactants [NH:1]1[C:9]2[C:4](=[CH:5][CH:6]=[CH:7][CH:8]=2)[C:3]([CH2:10][C:11]([O:13][CH2:14][CH3:15])=[O:12])=[N:2]1.CS(O[CH:21]1[CH2:26][CH2:25][N:24]([C:27]([O:29][C:30]([CH3:33])([CH3:32])[CH3:31])=[O:28])[CH2:23][CH2:22]1)(=O)=O.C([O-])([O-])=O.[Cs+].[Cs+].O1CCOCC1, predict the reaction product. The product is: [CH2:14]([O:13][C:11](=[O:12])[CH2:10][C:3]1[C:4]2[C:9](=[CH:8][CH:7]=[CH:6][CH:5]=2)[N:1]([CH:21]2[CH2:26][CH2:25][N:24]([C:27]([O:29][C:30]([CH3:33])([CH3:32])[CH3:31])=[O:28])[CH2:23][CH2:22]2)[N:2]=1)[CH3:15]. (2) Given the reactants [C:1]1([CH:7]2[CH2:11][CH2:10][CH2:9][CH:8]2[C:12]([NH2:14])=O)[CH:6]=[CH:5][CH:4]=[CH:3][CH:2]=1.[H-].[H-].[H-].[H-].[Li+].[Al+3], predict the reaction product. The product is: [C:1]1([CH:7]2[CH2:11][CH2:10][CH2:9][CH:8]2[CH2:12][NH2:14])[CH:6]=[CH:5][CH:4]=[CH:3][CH:2]=1. (3) Given the reactants [CH3:1][NH2:2].CO.[S:5]1[CH:9]=[C:8]([CH:10]=O)[C:7]2[CH:12]=[CH:13][CH:14]=[CH:15][C:6]1=2.CC(O)=O, predict the reaction product. The product is: [CH3:1][NH:2][CH2:10][C:8]1[C:7]2[CH:12]=[CH:13][CH:14]=[CH:15][C:6]=2[S:5][CH:9]=1.